Dataset: Full USPTO retrosynthesis dataset with 1.9M reactions from patents (1976-2016). Task: Predict the reactants needed to synthesize the given product. Given the product [CH3:25][O:24][C:21]1[CH:20]=[CH:19][C:18]([C:9]([C:10]2[CH:11]=[CH:12][C:13]([O:16][CH3:17])=[CH:14][CH:15]=2)([C:26]2[CH:31]=[CH:30][CH:29]=[CH:28][CH:27]=2)[O:1][CH2:2][CH:3]([CH2:6][OH:7])[CH2:4][OH:5])=[CH:23][CH:22]=1, predict the reactants needed to synthesize it. The reactants are: [OH:1][CH2:2][CH:3]([CH2:6][OH:7])[CH2:4][OH:5].Cl[C:9]([C:26]1[CH:31]=[CH:30][CH:29]=[CH:28][CH:27]=1)([C:18]1[CH:23]=[CH:22][C:21]([O:24][CH3:25])=[CH:20][CH:19]=1)[C:10]1[CH:15]=[CH:14][C:13]([O:16][CH3:17])=[CH:12][CH:11]=1.